This data is from Catalyst prediction with 721,799 reactions and 888 catalyst types from USPTO. The task is: Predict which catalyst facilitates the given reaction. (1) Reactant: [F:1][C:2]1[C:7]([F:8])=[CH:6][CH:5]=[CH:4][C:3]=1[OH:9].[C:10](Cl)(=[O:13])[CH2:11][CH3:12].Cl. Product: [C:10]([O:9][C:3]1[CH:4]=[CH:5][CH:6]=[C:7]([F:8])[C:2]=1[F:1])(=[O:13])[CH2:11][CH3:12]. The catalyst class is: 272. (2) Reactant: [B-](F)(F)(F)F.CCN([S+](F)F)CC.[CH:14]([CH:16]1[CH2:21][CH2:20][N:19]([C:22]([O:24][CH2:25][C:26]2[CH:31]=[CH:30][CH:29]=[CH:28][CH:27]=2)=[O:23])[CH2:18][CH2:17]1)=O.[FH:32].[FH:33].F.C(N(CC)CC)C. Product: [F:32][CH:14]([F:33])[CH:16]1[CH2:21][CH2:20][N:19]([C:22]([O:24][CH2:25][C:26]2[CH:31]=[CH:30][CH:29]=[CH:28][CH:27]=2)=[O:23])[CH2:18][CH2:17]1. The catalyst class is: 4. (3) Reactant: [CH2:1]([N:9]1[CH2:14][CH2:13][NH:12][CH2:11][CH2:10]1)[CH2:2][C:3]1[CH:8]=[CH:7][CH:6]=[CH:5][CH:4]=1.CCN(C(C)C)C(C)C.Cl[C:25]1[C:30]([Cl:31])=[CH:29][N:28]=[C:27]([NH2:32])[C:26]=1[N+:33]([O-:35])=[O:34]. Product: [Cl:31][C:30]1[C:25]([N:12]2[CH2:11][CH2:10][N:9]([CH2:1][CH2:2][C:3]3[CH:4]=[CH:5][CH:6]=[CH:7][CH:8]=3)[CH2:14][CH2:13]2)=[C:26]([N+:33]([O-:35])=[O:34])[C:27]([NH2:32])=[N:28][CH:29]=1. The catalyst class is: 41. (4) Reactant: [F:1][C:2]1([F:15])[O:6][C:5]2[CH:7]=[CH:8][CH:9]=[C:10]([Si:11]([CH3:14])([CH3:13])[CH3:12])[C:4]=2[O:3]1.[Li]C(CC)C.C(O[B:25]1[O:29][C:28]([CH3:31])([CH3:30])[C:27]([CH3:33])([CH3:32])[O:26]1)(C)C.[NH4+].[Cl-].Cl. Product: [F:15][C:2]1([F:1])[O:6][C:5]2[C:7]([B:25]3[O:29][C:28]([CH3:31])([CH3:30])[C:27]([CH3:33])([CH3:32])[O:26]3)=[CH:8][CH:9]=[C:10]([Si:11]([CH3:12])([CH3:14])[CH3:13])[C:4]=2[O:3]1. The catalyst class is: 30. (5) Reactant: O[Li].O.[CH3:4][O:5][C:6]1[N:11]=[N:10][C:9]([C:12]2[S:16][C:15]([C:17]([O:19]CC)=[O:18])=[CH:14][CH:13]=2)=[CH:8][CH:7]=1. Product: [CH3:4][O:5][C:6]1[N:11]=[N:10][C:9]([C:12]2[S:16][C:15]([C:17]([OH:19])=[O:18])=[CH:14][CH:13]=2)=[CH:8][CH:7]=1. The catalyst class is: 20. (6) Reactant: C[O:2][C:3]([C:5]1[CH:6]=[CH:7][C:8]2[CH:12]=[C:11]([C:13]([CH2:31][CH3:32])([C:16]3[CH:21]=[CH:20][C:19]([O:22][CH2:23][C:24]([CH2:28][CH3:29])([OH:27])[CH2:25][CH3:26])=[C:18]([CH3:30])[CH:17]=3)[CH2:14][CH3:15])[S:10][C:9]=2[CH:33]=1)=[O:4].[OH-].[Na+].Cl. Product: [CH2:14]([C:13]([C:11]1[S:10][C:9]2[CH:33]=[C:5]([C:3]([OH:4])=[O:2])[CH:6]=[CH:7][C:8]=2[CH:12]=1)([C:16]1[CH:21]=[CH:20][C:19]([O:22][CH2:23][C:24]([CH2:25][CH3:26])([OH:27])[CH2:28][CH3:29])=[C:18]([CH3:30])[CH:17]=1)[CH2:31][CH3:32])[CH3:15]. The catalyst class is: 24. (7) Reactant: [CH2:1]([O:8][C:9]1[C:13]([CH2:14][CH2:15][CH2:16][O:17][C:18]2[CH:23]=[CH:22][C:21]([CH2:24][CH2:25][C:26]([O:28]C)=[O:27])=[C:20]([O:30][CH2:31][CH3:32])[CH:19]=2)=[CH:12][N:11]([C:33]2[CH:38]=[CH:37][C:36]([C:39]([F:42])([F:41])[F:40])=[CH:35][N:34]=2)[N:10]=1)[C:2]1[CH:7]=[CH:6][CH:5]=[CH:4][CH:3]=1.[OH-].[Na+].O1CCCC1.Cl. Product: [CH2:1]([O:8][C:9]1[C:13]([CH2:14][CH2:15][CH2:16][O:17][C:18]2[CH:23]=[CH:22][C:21]([CH2:24][CH2:25][C:26]([OH:28])=[O:27])=[C:20]([O:30][CH2:31][CH3:32])[CH:19]=2)=[CH:12][N:11]([C:33]2[CH:38]=[CH:37][C:36]([C:39]([F:40])([F:41])[F:42])=[CH:35][N:34]=2)[N:10]=1)[C:2]1[CH:3]=[CH:4][CH:5]=[CH:6][CH:7]=1. The catalyst class is: 5.